From a dataset of Merck oncology drug combination screen with 23,052 pairs across 39 cell lines. Regression. Given two drug SMILES strings and cell line genomic features, predict the synergy score measuring deviation from expected non-interaction effect. (1) Drug 1: CCC1=CC2CN(C1)Cc1c([nH]c3ccccc13)C(C(=O)OC)(c1cc3c(cc1OC)N(C)C1C(O)(C(=O)OC)C(OC(C)=O)C4(CC)C=CCN5CCC31C54)C2. Drug 2: O=C(O)C1(Cc2cccc(Nc3nccs3)n2)CCC(Oc2cccc(Cl)c2F)CC1. Cell line: HT29. Synergy scores: synergy=-8.37. (2) Drug 1: COc1cc(C2c3cc4c(cc3C(OC3OC5COC(C)OC5C(O)C3O)C3COC(=O)C23)OCO4)cc(OC)c1O. Drug 2: C=CCn1c(=O)c2cnc(Nc3ccc(N4CCN(C)CC4)cc3)nc2n1-c1cccc(C(C)(C)O)n1. Cell line: OV90. Synergy scores: synergy=-0.118. (3) Drug 1: CCC1(O)CC2CN(CCc3c([nH]c4ccccc34)C(C(=O)OC)(c3cc4c(cc3OC)N(C)C3C(O)(C(=O)OC)C(OC(C)=O)C5(CC)C=CCN6CCC43C65)C2)C1. Drug 2: Cc1nc(Nc2ncc(C(=O)Nc3c(C)cccc3Cl)s2)cc(N2CCN(CCO)CC2)n1. Cell line: NCIH2122. Synergy scores: synergy=-99.7.